From a dataset of Full USPTO retrosynthesis dataset with 1.9M reactions from patents (1976-2016). Predict the reactants needed to synthesize the given product. (1) The reactants are: [NH:1]1[C:5]2[CH:6]=[CH:7][CH:8]=[CH:9][C:4]=2[N:3]=[C:2]1[C:10]1[C:11]([NH:15][CH2:16][CH2:17][C:18]([O:20][CH3:21])=[O:19])=[N:12][O:13][N:14]=1.C(=O)([O-])[O-].[K+].[K+].[Cl:28][C:29]1[CH:38]=[CH:37][C:32]([C:33](=[O:36])[CH2:34]Br)=[CH:31][CH:30]=1. Given the product [Cl:28][C:29]1[CH:38]=[CH:37][C:32]([C:33](=[O:36])[CH2:34][N:3]2[C:4]3[CH:9]=[CH:8][CH:7]=[CH:6][C:5]=3[N:1]=[C:2]2[C:10]2[C:11]([NH:15][CH2:16][CH2:17][C:18]([O:20][CH3:21])=[O:19])=[N:12][O:13][N:14]=2)=[CH:31][CH:30]=1, predict the reactants needed to synthesize it. (2) Given the product [O:12]=[C:13]1[NH:18][CH:17]([C:19]2[CH:26]=[CH:25][C:22]([C:23]#[N:24])=[CH:21][C:20]=2[S:27]([CH2:28][CH3:29])=[O:6])[C:16]2[C:30](=[O:33])[CH2:31][CH2:32][C:15]=2[N:14]1[C:34]1[CH:39]=[CH:38][CH:37]=[C:36]([C:40]([F:43])([F:42])[F:41])[CH:35]=1, predict the reactants needed to synthesize it. The reactants are: ClC1C=C(C=CC=1)C(OO)=[O:6].[O:12]=[C:13]1[NH:18][CH:17]([C:19]2[CH:26]=[CH:25][C:22]([C:23]#[N:24])=[CH:21][C:20]=2[S:27][CH2:28][CH3:29])[C:16]2[C:30](=[O:33])[CH2:31][CH2:32][C:15]=2[N:14]1[C:34]1[CH:39]=[CH:38][CH:37]=[C:36]([C:40]([F:43])([F:42])[F:41])[CH:35]=1. (3) Given the product [F:33][C:2]1([F:1])[CH2:4][CH:3]1[C:5]1[O:6][C:7]2[CH:17]=[C:16]([N:18]([CH3:23])[S:19]([CH3:22])(=[O:20])=[O:21])[C:15]([C:35]3[CH:36]=[CH:37][C:38]4[O:51][CH2:50][N:41]5[C:42]6[CH:43]=[CH:44][CH:45]=[C:46]([F:49])[C:47]=6[CH:48]=[C:40]5[C:39]=4[N:52]=3)=[CH:14][C:8]=2[C:9]=1[C:10]([NH:12][CH3:13])=[O:11], predict the reactants needed to synthesize it. The reactants are: [F:1][C:2]1([F:33])[CH2:4][CH:3]1[C:5]1[O:6][C:7]2[CH:17]=[C:16]([N:18]([CH3:23])[S:19]([CH3:22])(=[O:21])=[O:20])[C:15](B3OC(C)(C)C(C)(C)O3)=[CH:14][C:8]=2[C:9]=1[C:10]([NH:12][CH3:13])=[O:11].Cl[C:35]1[CH:36]=[CH:37][C:38]2[O:51][CH2:50][N:41]3[C:42]4[CH:43]=[CH:44][CH:45]=[C:46]([F:49])[C:47]=4[CH:48]=[C:40]3[C:39]=2[N:52]=1.CC(C1C=C(C(C)C)C(C2C=CC=CC=2P(C2CCCCC2)C2CCCCC2)=C(C(C)C)C=1)C.[O-]P([O-])([O-])=O.[K+].[K+].[K+]. (4) The reactants are: [NH2:1][C:2]1[S:3][C:4]([C:12]2[CH:17]=[CH:16][C:15]([F:18])=[CH:14][CH:13]=2)=[CH:5][C:6]=1[C:7](OCC)=[O:8].Cl.Cl[C:21]([NH2:23])=[NH:22].CS(C)(=O)=O.[OH-].[NH4+]. Given the product [NH2:22][C:21]1[NH:23][C:7](=[O:8])[C:6]2[CH:5]=[C:4]([C:12]3[CH:17]=[CH:16][C:15]([F:18])=[CH:14][CH:13]=3)[S:3][C:2]=2[N:1]=1, predict the reactants needed to synthesize it. (5) Given the product [C:16]([NH:20][S:10]([C:7]1[CH:8]=[CH:9][C:4]([O:3][C:2]([F:15])([F:14])[F:1])=[CH:5][CH:6]=1)(=[O:12])=[O:11])([CH3:19])([CH3:18])[CH3:17], predict the reactants needed to synthesize it. The reactants are: [F:1][C:2]([F:15])([F:14])[O:3][C:4]1[CH:9]=[CH:8][C:7]([S:10](Cl)(=[O:12])=[O:11])=[CH:6][CH:5]=1.[C:16]([NH2:20])([CH3:19])([CH3:18])[CH3:17].S(Cl)(Cl)(=O)=O.